Dataset: Full USPTO retrosynthesis dataset with 1.9M reactions from patents (1976-2016). Task: Predict the reactants needed to synthesize the given product. (1) Given the product [OH:16][C:17]1([C:2]2[CH:7]=[CH:6][CH:5]=[CH:4][C:3]=2[CH:8]([OH:10])[CH3:9])[CH2:18][CH2:19][N:20]([C:23]([O:25][CH2:26][CH3:27])=[O:24])[CH2:21][CH2:22]1, predict the reactants needed to synthesize it. The reactants are: Br[C:2]1[CH:7]=[CH:6][CH:5]=[CH:4][C:3]=1[CH:8]([OH:10])[CH3:9].C([Li])CCC.[O:16]=[C:17]1[CH2:22][CH2:21][N:20]([C:23]([O:25][CH2:26][CH3:27])=[O:24])[CH2:19][CH2:18]1. (2) The reactants are: C[O:2][C:3](=O)[CH2:4][CH2:5][C:6]1[S:10][CH:9]=[C:8]([CH2:11][CH2:12][C:13]2[N:18]=[CH:17][C:16]([N:19]3[CH2:24][CH2:23][N:22]([C:25]([O:27][C:28]([CH3:31])([CH3:30])[CH3:29])=[O:26])[CH2:21][CH2:20]3)=[CH:15][CH:14]=2)[CH:7]=1.[H-].C([Al+]CC(C)C)C(C)C. Given the product [OH:2][CH2:3][CH2:4][CH2:5][C:6]1[S:10][CH:9]=[C:8]([CH2:11][CH2:12][C:13]2[N:18]=[CH:17][C:16]([N:19]3[CH2:24][CH2:23][N:22]([C:25]([O:27][C:28]([CH3:31])([CH3:30])[CH3:29])=[O:26])[CH2:21][CH2:20]3)=[CH:15][CH:14]=2)[CH:7]=1, predict the reactants needed to synthesize it. (3) Given the product [C:7]([O:12][CH2:19][CH2:18][CH2:17][OH:29])(=[O:43])[C:8]([CH3:11])=[CH2:9].[C:7]1(=[O:12])[O:29][CH2:6][CH2:5][CH2:10][CH2:9][CH2:8]1, predict the reactants needed to synthesize it. The reactants are: C([C:5]1[CH:10]=[CH:9][C:8]([CH3:11])=[C:7]([OH:12])[C:6]=1C(C)(C)C)(C)(C)C.[C:17]([O-])(=[O:29])[CH2:18][CH2:19]CCCCCCCCC.C([O-])(=[O:43])CCCCCCCCCCC.C([Sn+2]CCCC)CCC.C=CC1C=CC=CC=1.CC(C(OC1[C@@]2(C)C(C)(C)[C@H](CC2)C1)=O)=C.C(OCCCO)(=O)C(C)=C.C1(=O)OCCCCC1.C(OOC(C)(C)C)(C)(C)C. (4) The reactants are: [NH2:1][C:2]1[CH:3]=[C:4]([C:12]2[O:13][C:14]3[CH:20]=[C:19]([CH3:21])[CH:18]=[CH:17][C:15]=3[N:16]=2)[C:5]([NH:8][CH2:9][CH2:10][CH3:11])=[CH:6][CH:7]=1.[CH:22]1[C:27]([C:28]([OH:30])=[O:29])=[CH:26][C:25]2[C:31]([O:33][C:34](=O)[C:24]=2[CH:23]=1)=[O:32]. Given the product [CH3:21][C:19]1[CH:18]=[CH:17][C:15]2[N:16]=[C:12]([C:4]3[CH:3]=[C:2]([N:1]4[C:31](=[O:32])[C:25]5[C:24](=[CH:23][CH:22]=[C:27]([C:28]([OH:30])=[O:29])[CH:26]=5)[C:34]4=[O:33])[CH:7]=[CH:6][C:5]=3[NH:8][CH2:9][CH2:10][CH3:11])[O:13][C:14]=2[CH:20]=1, predict the reactants needed to synthesize it. (5) Given the product [NH2:48][C:47]1[C:42]2[CH:41]=[CH:40][N:39]([C@@H:31]3[CH2:30][C@H:29]([CH2:28][N:25]([CH:23]4[CH2:22][CH:21]([CH2:20][CH2:19][C:17]5[NH:16][C:15]6[CH:60]=[CH:61][C:12]([C:8]([CH3:10])([CH3:9])[CH3:11])=[CH:13][C:14]=6[N:18]=5)[CH2:24]4)[CH2:26][CH3:27])[C@@H:33]([OH:34])[C@H:32]3[OH:36])[C:43]=2[N:44]=[CH:45][N:46]=1, predict the reactants needed to synthesize it. The reactants are: FC(F)(F)C(O)=O.[C:8]([C:12]1[CH:61]=[CH:60][C:15]2[NH:16][C:17]([CH2:19][CH2:20][CH:21]3[CH2:24][CH:23]([N:25]([CH2:28][C@@H:29]4[C@H:33]5[O:34]C(C)(C)[O:36][C@H:32]5[C@H:31]([N:39]5[C:43]6[N:44]=[CH:45][N:46]=[C:47]([NH:48]CC7C=CC(OC)=CC=7OC)[C:42]=6[CH:41]=[CH:40]5)[CH2:30]4)[CH2:26][CH3:27])[CH2:22]3)=[N:18][C:14]=2[CH:13]=1)([CH3:11])([CH3:10])[CH3:9].C([SiH](CC)CC)C.C([O-])([O-])=O.[K+].[K+].